Dataset: Forward reaction prediction with 1.9M reactions from USPTO patents (1976-2016). Task: Predict the product of the given reaction. (1) The product is: [C:24]([NH:23][S:20]([C:15]1[C:14]([C:12]2[CH:11]=[CH:10][C:9]([NH2:28])=[C:8]([NH2:7])[CH:13]=2)=[CH:19][CH:18]=[CH:17][CH:16]=1)(=[O:22])=[O:21])([CH3:27])([CH3:25])[CH3:26]. Given the reactants C(OC(=O)[NH:7][C:8]1[CH:13]=[C:12]([C:14]2[CH:19]=[CH:18][CH:17]=[CH:16][C:15]=2[S:20]([NH:23][C:24]([CH3:27])([CH3:26])[CH3:25])(=[O:22])=[O:21])[CH:11]=[CH:10][C:9]=1[NH:28]C(OC(C)(C)C)=O)(C)(C)C.Cl, predict the reaction product. (2) Given the reactants [F:1][C:2]1[CH:3]=[C:4]([CH:8]([C:14]([CH3:16])=O)[C:9]([O:11]CC)=O)[CH:5]=[CH:6][CH:7]=1.[N:17]1[C:21]2[CH:22]=[CH:23][CH:24]=[CH:25][C:20]=2[NH:19][C:18]=1[CH2:26][C:27]#[N:28].C([O-])(=O)C.[NH4+], predict the reaction product. The product is: [F:1][C:2]1[CH:3]=[C:4]([C:8]2[C:9](=[O:11])[N:17]3[C:18]([NH:19][C:20]4[CH:25]=[CH:24][CH:23]=[CH:22][C:21]=43)=[C:26]([C:27]#[N:28])[C:14]=2[CH3:16])[CH:5]=[CH:6][CH:7]=1. (3) Given the reactants [CH:1]([C:4]1[N:5]=[C:6]([CH2:9][CH2:10][C:11]2[CH:29]=[CH:28][N:14]3[C:15](=[O:27])[C:16]([CH:25]=O)=[C:17]([N:19]4[CH2:24][CH2:23][O:22][CH2:21][CH2:20]4)[N:18]=[C:13]3[CH:12]=2)[S:7][CH:8]=1)([CH3:3])[CH3:2].[S:30]1[CH2:34][C:33](=[O:35])[NH:32][C:31]1=[O:36], predict the reaction product. The product is: [CH:1]([C:4]1[N:5]=[C:6]([CH2:9][CH2:10][C:11]2[CH:29]=[CH:28][N:14]3[C:15](=[O:27])[C:16]([CH:25]=[C:34]4[S:30][C:31](=[O:36])[NH:32][C:33]4=[O:35])=[C:17]([N:19]4[CH2:24][CH2:23][O:22][CH2:21][CH2:20]4)[N:18]=[C:13]3[CH:12]=2)[S:7][CH:8]=1)([CH3:3])[CH3:2]. (4) Given the reactants [F:1][C:2]([F:15])([C:6]1[CH:11]=[CH:10][CH:9]=[C:8]([N+:12]([O-])=O)[CH:7]=1)[C:3]([NH2:5])=[O:4].C([SiH](CC)CC)C, predict the reaction product. The product is: [NH2:12][C:8]1[CH:7]=[C:6]([C:2]([F:1])([F:15])[C:3]([NH2:5])=[O:4])[CH:11]=[CH:10][CH:9]=1. (5) Given the reactants [C:1]([C:3]1[C:4]([CH2:17][C:18]2[CH:23]=[CH:22][C:21]([Cl:24])=[C:20]([Cl:25])[CH:19]=2)=[C:5]([C:14](O)=[O:15])[S:6][C:7]=1[N:8]1[CH2:13][CH2:12][O:11][CH2:10][CH2:9]1)#[N:2].[CH3:26][S:27]([NH2:30])(=[O:29])=[O:28].Cl.CN(C)CCCN=C=NCC, predict the reaction product. The product is: [C:1]([C:3]1[C:4]([CH2:17][C:18]2[CH:23]=[CH:22][C:21]([Cl:24])=[C:20]([Cl:25])[CH:19]=2)=[C:5]([C:14]([NH:30][S:27]([CH3:26])(=[O:29])=[O:28])=[O:15])[S:6][C:7]=1[N:8]1[CH2:13][CH2:12][O:11][CH2:10][CH2:9]1)#[N:2]. (6) Given the reactants [F:1][C:2]1[C:11]([CH3:12])=[C:10]2[C:5]([N:6]=[CH:7][C:8](=O)[NH:9]2)=[CH:4][CH:3]=1.P(Cl)(Cl)([Cl:16])=O, predict the reaction product. The product is: [Cl:16][C:8]1[CH:7]=[N:6][C:5]2[C:10](=[C:11]([CH3:12])[C:2]([F:1])=[CH:3][CH:4]=2)[N:9]=1. (7) Given the reactants Br[C:2]1[CH:7]=[CH:6][CH:5]=[CH:4][C:3]=1[C:8]([F:11])([F:10])[F:9].[Li]CCCC.[CH2:17]([N:24]1[CH2:29][CH2:28][C:27](=[O:30])[CH2:26][CH2:25]1)[C:18]1[CH:23]=[CH:22][CH:21]=[CH:20][CH:19]=1.[NH4+].[Cl-], predict the reaction product. The product is: [CH2:17]([N:24]1[CH2:29][CH2:28][C:27]([C:2]2[CH:7]=[CH:6][CH:5]=[CH:4][C:3]=2[C:8]([F:11])([F:10])[F:9])([OH:30])[CH2:26][CH2:25]1)[C:18]1[CH:19]=[CH:20][CH:21]=[CH:22][CH:23]=1. (8) Given the reactants [F:1][C:2]([F:18])([F:17])[C:3]1[CH:4]=[C:5]([NH:9][C:10](=[O:16])[O:11][C:12]([CH3:15])([CH3:14])[CH3:13])[CH:6]=[N:7][CH:8]=1, predict the reaction product. The product is: [F:18][C:2]([F:1])([F:17])[C@H:3]1[CH2:8][NH:7][CH2:6][C@@H:5]([NH:9][C:10](=[O:16])[O:11][C:12]([CH3:13])([CH3:14])[CH3:15])[CH2:4]1.